Dataset: Forward reaction prediction with 1.9M reactions from USPTO patents (1976-2016). Task: Predict the product of the given reaction. (1) The product is: [F:17][C:18]1[CH:26]=[CH:25][C:21]([C:22]([N:10]2[C:11]3[C:16](=[CH:15][CH:14]=[CH:13][N:12]=3)[C:8]([C:5]3[CH2:4][CH2:3][N:2]([CH3:1])[CH2:7][CH:6]=3)=[CH:9]2)=[O:23])=[CH:20][CH:19]=1. Given the reactants [CH3:1][N:2]1[CH2:7][CH:6]=[C:5]([C:8]2[C:16]3[C:11](=[N:12][CH:13]=[CH:14][CH:15]=3)[NH:10][CH:9]=2)[CH2:4][CH2:3]1.[F:17][C:18]1[CH:26]=[CH:25][C:21]([C:22](Cl)=[O:23])=[CH:20][CH:19]=1, predict the reaction product. (2) Given the reactants [C:1]1([C:7]2([C:12]([OH:14])=O)[CH2:11][CH2:10][CH2:9][CH2:8]2)[CH:6]=CC=CC=1.[F:15][C:16]([F:34])([F:33])[C:17]1[CH:18]=[C:19]([CH:30]=[CH:31][CH:32]=1)[CH2:20][N:21]1[CH2:25][C@H:24]2[C@@H:26]([NH2:29])[CH2:27][CH2:28][C@H:23]2[CH2:22]1.C(N1C[C@H]2C(N)CC[C@H]2C1)C1C=CC=CC=1, predict the reaction product. The product is: [F:34][C:16]([F:33])([F:15])[C:17]1[CH:18]=[C:19]([CH:30]=[CH:31][CH:32]=1)[CH2:20][N:21]1[CH2:25][C@H:24]2[C@@H:26]([NH:29][C:12]([CH:7]3[CH2:1][CH2:6][CH2:8][CH2:9][CH2:10][CH2:11]3)=[O:14])[CH2:27][CH2:28][C@H:23]2[CH2:22]1. (3) Given the reactants [I-].[CH3:2][CH:3]([P+](C1C=CC=CC=1)(C1C=CC=CC=1)C1C=CC=CC=1)[CH3:4].C(O[K])(C)(C)C.[Br:30][C:31]1[N:36]=[CH:35][C:34]([CH:37]=O)=[CH:33][CH:32]=1.[Cl-].[NH4+], predict the reaction product. The product is: [Br:30][C:31]1[CH:32]=[CH:33][C:34]([CH:37]=[C:3]([CH3:4])[CH3:2])=[CH:35][N:36]=1. (4) Given the reactants Br[C:2]1[C:3]([NH:11][C:12](=[O:21])[CH2:13][C:14]2[CH:19]=[CH:18][C:17]([F:20])=[CH:16][CH:15]=2)=[N:4][N:5]2[CH:10]=[CH:9][CH:8]=[N:7][C:6]=12.[CH3:22][O:23][C:24]1[N:29]=[CH:28][C:27](B(O)O)=[CH:26][N:25]=1, predict the reaction product. The product is: [F:20][C:17]1[CH:18]=[CH:19][C:14]([CH2:13][C:12]([NH:11][C:3]2[C:2]([C:27]3[CH:26]=[N:25][C:24]([O:23][CH3:22])=[N:29][CH:28]=3)=[C:6]3[N:7]=[CH:8][CH:9]=[CH:10][N:5]3[N:4]=2)=[O:21])=[CH:15][CH:16]=1. (5) Given the reactants O=[CH:2][C:3]1C=CC(O)=C(OC)[CH:4]=1.[CH:12]1[CH:17]=[C:16]([CH2:18]N)C=[C:14]([CH2:20][NH2:21])[CH:13]=1, predict the reaction product. The product is: [CH3:2][CH2:3][CH2:4][CH2:18][CH2:16][CH2:17][CH2:12][CH2:13][CH2:14][CH2:20][NH2:21].